The task is: Predict the reaction yield, written as a fraction of the theoretical maximum amount of product (1.0 means a 100% yield; for example, 0.34 means a 34% yield).. This data is from Reaction yield outcomes from USPTO patents with 853,638 reactions. (1) The reactants are Cl[C:2]1[N:7]=[CH:6][N:5]=[C:4]2[C:8]3[C:9](=[N:11][C:12]([N:21]4[CH2:26][CH2:25][O:24][CH2:23][CH2:22]4)=[C:13]4[CH2:18][O:17][C:16]([CH3:20])([CH3:19])[CH2:15][C:14]=34)[O:10][C:3]=12.[N:27]1([CH2:33][CH2:34][NH2:35])[CH2:32][CH2:31][O:30][CH2:29][CH2:28]1. The catalyst is C(O)C. The product is [CH3:19][C:16]1([CH3:20])[O:17][CH2:18][C:13]2=[C:12]([N:21]3[CH2:26][CH2:25][O:24][CH2:23][CH2:22]3)[N:11]=[C:9]3[O:10][C:3]4[C:4](=[N:5][CH:6]=[N:7][C:2]=4[NH:35][CH2:34][CH2:33][N:27]4[CH2:32][CH2:31][O:30][CH2:29][CH2:28]4)[C:8]3=[C:14]2[CH2:15]1. The yield is 0.570. (2) The reactants are C(Cl)(=O)C(Cl)=O.[CH2:7]([O:14][CH2:15][CH2:16][CH2:17][OH:18])[C:8]1[CH:13]=[CH:12][CH:11]=[CH:10][CH:9]=1.C(N(CC)CC)C.O. The catalyst is ClCCl. The product is [CH2:7]([O:14][CH2:15][CH2:16][CH:17]=[O:18])[C:8]1[CH:13]=[CH:12][CH:11]=[CH:10][CH:9]=1. The yield is 0.863. (3) The reactants are [CH2:1]([S:8][CH:9]([CH:38]=O)[CH2:10][NH:11][C:12]([C:14]1[NH:15][C:16]2[C:21]([CH:22]=1)=[CH:20][C:19]([O:23][CH2:24][CH2:25][O:26][CH3:27])=[CH:18][C:17]=2[NH:28][S:29]([C:32]1[CH:37]=[CH:36][CH:35]=[CH:34][N:33]=1)(=[O:31])=[O:30])=[O:13])[C:2]1[CH:7]=[CH:6][CH:5]=[CH:4][CH:3]=1.[NH:40]1[CH2:45][CH2:44][S:43][CH2:42][CH2:41]1.O1CCCC1.C(O[BH-](OC(=O)C)OC(=O)C)(=O)C.[Na+]. The catalyst is O. The product is [CH2:1]([S:8][CH:9]([CH2:38][N:40]1[CH2:45][CH2:44][S:43][CH2:42][CH2:41]1)[CH2:10][NH:11][C:12]([C:14]1[NH:15][C:16]2[C:21]([CH:22]=1)=[CH:20][C:19]([O:23][CH2:24][CH2:25][O:26][CH3:27])=[CH:18][C:17]=2[NH:28][S:29]([C:32]1[CH:37]=[CH:36][CH:35]=[CH:34][N:33]=1)(=[O:31])=[O:30])=[O:13])[C:2]1[CH:3]=[CH:4][CH:5]=[CH:6][CH:7]=1. The yield is 0.640. (4) The reactants are Br[CH2:2][C:3]([CH3:5])=[CH2:4].[Br:6][C:7]1[CH:12]=[CH:11][C:10]([N+:13]([O-:15])=[O:14])=[CH:9][C:8]=1[NH:16][C:17](=[O:19])[CH3:18].C(=O)([O-])[O-].[K+].[K+]. The catalyst is CN(C=O)C. The product is [Br:6][C:7]1[CH:12]=[CH:11][C:10]([N+:13]([O-:15])=[O:14])=[CH:9][C:8]=1[N:16]([CH2:2][C:3]([CH3:5])=[CH2:4])[C:17](=[O:19])[CH3:18]. The yield is 0.850. (5) The reactants are FC(F)(F)C(O)=O.[Br:8][C:9]1[C:10]([F:38])=[C:11]([CH:15]2[C:19]([C:22]3[CH:27]=[CH:26][C:25]([Cl:28])=[CH:24][C:23]=3[F:29])([C:20]#[N:21])[CH:18]([CH2:30][C:31]([CH3:34])([CH3:33])[CH3:32])[NH:17][CH:16]2[C:35]([OH:37])=O)[CH:12]=[CH:13][CH:14]=1.CC1(C)[O:44][C@@H:43]([CH2:45][CH2:46][NH2:47])[CH2:42][O:41]1.CN(C(ON1N=NC2C=CC=NC1=2)=[N+](C)C)C.F[P-](F)(F)(F)(F)F.CCN(C(C)C)C(C)C.Cl. The yield is 0.400. The product is [OH:44][C@H:43]([CH2:42][OH:41])[CH2:45][CH2:46][NH:47][C:35]([CH:16]1[CH:15]([C:11]2[CH:12]=[CH:13][CH:14]=[C:9]([Br:8])[C:10]=2[F:38])[C:19]([C:22]2[CH:27]=[CH:26][C:25]([Cl:28])=[CH:24][C:23]=2[F:29])([C:20]#[N:21])[CH:18]([CH2:30][C:31]([CH3:34])([CH3:33])[CH3:32])[NH:17]1)=[O:37]. The catalyst is C(Cl)Cl.O1CCCC1. (6) The reactants are B(Br)(Br)Br.[CH:5]1([CH2:10][CH:11]([C:20]2[CH:25]=[CH:24][C:23]([O:26]C)=[C:22]([O:28]C)[CH:21]=2)[C:12]([NH:14][C:15]2[S:16][CH:17]=[CH:18][N:19]=2)=[O:13])[CH2:9][CH2:8][CH2:7][CH2:6]1.[OH-].[NH4+].O. The catalyst is C(Cl)Cl. The product is [CH:5]1([CH2:10][CH:11]([C:20]2[CH:25]=[CH:24][C:23]([OH:26])=[C:22]([OH:28])[CH:21]=2)[C:12]([NH:14][C:15]2[S:16][CH:17]=[CH:18][N:19]=2)=[O:13])[CH2:9][CH2:8][CH2:7][CH2:6]1. The yield is 0.157.